From a dataset of Full USPTO retrosynthesis dataset with 1.9M reactions from patents (1976-2016). Predict the reactants needed to synthesize the given product. (1) Given the product [CH2:1]([O:17][C:18]1[O:24][C:23](=[O:25])[C:22]2[CH:26]=[C:27]([CH3:30])[CH:28]=[CH:29][C:21]=2[N:20]=1)[CH2:2][CH2:3][CH2:4][CH2:5][CH2:6][CH2:7][CH2:8][CH2:9][CH2:10][CH2:11][CH2:12][CH2:13][CH2:14][CH2:15][CH3:16], predict the reactants needed to synthesize it. The reactants are: [CH2:1]([O:17][C:18]([NH:20][C:21]1[CH:29]=[CH:28][C:27]([CH3:30])=[CH:26][C:22]=1[C:23]([OH:25])=[O:24])=O)[CH2:2][CH2:3][CH2:4][CH2:5][CH2:6][CH2:7][CH2:8][CH2:9][CH2:10][CH2:11][CH2:12][CH2:13][CH2:14][CH2:15][CH3:16].ClC(OCC)=O. (2) Given the product [CH3:1][C:2]1[CH:7]=[C:6]([O:8][CH2:9][CH2:10][CH:11]([C:15]2[S:16][C:17]3[CH:24]=[C:23]([C:25]([F:27])([F:28])[F:26])[CH:22]=[CH:21][C:18]=3[C:19]=2[CH3:20])[CH2:12][CH2:13][CH3:14])[CH:5]=[CH:4][C:3]=1[O:29][CH2:30][C:31]([OH:33])=[O:32], predict the reactants needed to synthesize it. The reactants are: [CH3:1][C:2]1[CH:7]=[C:6]([O:8][CH2:9][CH2:10][CH:11]([C:15]2[S:16][C:17]3[CH:24]=[C:23]([C:25]([F:28])([F:27])[F:26])[CH:22]=[CH:21][C:18]=3[C:19]=2[CH3:20])[CH2:12][CH2:13][CH3:14])[CH:5]=[CH:4][C:3]=1[O:29][CH2:30][C:31]([O:33]CC)=[O:32].[OH-].[Na+]. (3) Given the product [F:22][C:23]1[CH:24]=[C:25]2[C:29](=[CH:30][C:31]=1[NH:32][C:33](=[O:37])[CH2:34][O:35][CH3:36])[NH:28][C:27](=[O:38])/[C:26]/2=[CH:20]\[C:3]1[NH:4][C:5]2[CH2:11][CH2:10][CH2:9][N:8]([CH2:12][CH2:13][N:14]3[CH2:15][CH2:16][CH2:17][CH2:18]3)[C:7](=[O:19])[C:6]=2[C:2]=1[CH3:1], predict the reactants needed to synthesize it. The reactants are: [CH3:1][C:2]1[C:6]2[C:7](=[O:19])[N:8]([CH2:12][CH2:13][N:14]3[CH2:18][CH2:17][CH2:16][CH2:15]3)[CH2:9][CH2:10][CH2:11][C:5]=2[NH:4][C:3]=1[CH:20]=O.[F:22][C:23]1[CH:24]=[C:25]2[C:29](=[CH:30][C:31]=1[NH:32][C:33](=[O:37])[CH2:34][O:35][CH3:36])[NH:28][C:27](=[O:38])[CH2:26]2. (4) Given the product [Cl:8][C:9]1[C:14]([CH3:15])=[C:13]([O:7][CH2:3][C:4]#[C:5][CH3:6])[N:12]=[CH:11][N:10]=1, predict the reactants needed to synthesize it. The reactants are: [H-].[Na+].[CH2:3]([OH:7])[C:4]#[C:5][CH3:6].[Cl:8][C:9]1[C:14]([CH3:15])=[C:13](Cl)[N:12]=[CH:11][N:10]=1.[Cl-].[NH4+].